This data is from Reaction yield outcomes from USPTO patents with 853,638 reactions. The task is: Predict the reaction yield, written as a fraction of the theoretical maximum amount of product (1.0 means a 100% yield; for example, 0.34 means a 34% yield). (1) The reactants are Cl.Cl.[F:3][C:4]([F:25])([F:24])[C:5]1[CH:10]=[CH:9][C:8]([N:11]2[CH:15]=[CH:14][C:13]([CH2:16][N:17]3[CH2:22][CH2:21][CH:20]([NH2:23])[CH2:19][CH2:18]3)=[CH:12]2)=[CH:7][CH:6]=1.[N:26]([CH:29]([C:36]1[CH:41]=[CH:40][CH:39]=[CH:38][CH:37]=1)[C:30]1[CH:35]=[CH:34][CH:33]=[CH:32][CH:31]=1)=[C:27]=[O:28].CCN(C(C)C)C(C)C. The catalyst is C1COCC1. The product is [C:30]1([CH:29]([C:36]2[CH:41]=[CH:40][CH:39]=[CH:38][CH:37]=2)[NH:26][C:27]([NH:23][CH:20]2[CH2:21][CH2:22][N:17]([CH2:16][C:13]3[CH:14]=[CH:15][N:11]([C:8]4[CH:9]=[CH:10][C:5]([C:4]([F:3])([F:24])[F:25])=[CH:6][CH:7]=4)[CH:12]=3)[CH2:18][CH2:19]2)=[O:28])[CH:31]=[CH:32][CH:33]=[CH:34][CH:35]=1. The yield is 0.930. (2) The reactants are Br[CH2:2][C:3]([CH:5]1[CH2:7][CH:6]1[C:8]1[N:18]=[C:11]2[C:12]([CH3:17])=[N:13][CH:14]=[C:15]([CH3:16])[N:10]2[N:9]=1)=O.[CH3:19][C:20]1[CH:25]=[CH:24][N:23]=[C:22]([NH2:26])[CH:21]=1.C(=O)(O)[O-].[Na+]. The catalyst is CCO. The product is [CH3:16][C:15]1[N:10]2[N:9]=[C:8]([CH:6]3[CH2:7][CH:5]3[C:3]3[N:26]=[C:22]4[CH:21]=[C:20]([CH3:19])[CH:25]=[CH:24][N:23]4[CH:2]=3)[N:18]=[C:11]2[C:12]([CH3:17])=[N:13][CH:14]=1. The yield is 0.290. (3) The reactants are [C:1]([OH:7])(=O)[C:2]([CH3:5])([CH3:4])[CH3:3].CN1CCN(C)CC1.ClC1N=C(OC)N=C(OC)N=1.[C:27]1([CH2:33][CH2:34][NH2:35])[CH:32]=[CH:31][CH:30]=[CH:29][CH:28]=1.C(O)(=O)CC(CC(O)=O)(C(O)=O)O. The catalyst is ClCCl.C1COCC1. The product is [C:27]1([CH2:33][CH2:34][NH:35][C:1](=[O:7])[C:2]([CH3:5])([CH3:4])[CH3:3])[CH:32]=[CH:31][CH:30]=[CH:29][CH:28]=1. The yield is 0.900. (4) The catalyst is CO.CCOC(C)=O. The reactants are [Cl:1][C:2]1[CH:7]=[CH:6][C:5]([NH:8][C:9]([NH:11][C:12]2[CH:28]=[CH:27][C:15]([O:16][C:17]3[CH:22]=[CH:21][N:20]=[C:19]([C:23]([O:25]C)=O)[CH:18]=3)=[CH:14][CH:13]=2)=[O:10])=[CH:4][C:3]=1[C:29]([F:32])([F:31])[F:30].O.[NH2:34][NH2:35]. The yield is 0.970. The product is [Cl:1][C:2]1[CH:7]=[CH:6][C:5]([NH:8][C:9]([NH:11][C:12]2[CH:28]=[CH:27][C:15]([O:16][C:17]3[CH:22]=[CH:21][N:20]=[C:19]([C:23]([NH:34][NH2:35])=[O:25])[CH:18]=3)=[CH:14][CH:13]=2)=[O:10])=[CH:4][C:3]=1[C:29]([F:30])([F:32])[F:31]. (5) The catalyst is C(Cl)Cl. The yield is 0.900. The product is [Cl:15][CH2:11][C:4]1[C:5]([O:9][CH3:10])=[N:6][C:7]([CH3:8])=[C:2]([F:1])[CH:3]=1. The reactants are [F:1][C:2]1[CH:3]=[C:4]([CH2:11]O)[C:5]([O:9][CH3:10])=[N:6][C:7]=1[CH3:8].S(Cl)([Cl:15])=O. (6) The reactants are Cl.[NH2:2][CH2:3][C:4]1[CH:5]=[C:6]([CH2:10][N:11]2[C:19]3[C:14](=[C:15]([O:20][CH3:21])[CH:16]=[CH:17][CH:18]=3)[C:13]([NH:22][S:23]([C:26]3[S:27][C:28]([Cl:31])=[CH:29][CH:30]=3)(=[O:25])=[O:24])=[N:12]2)[CH:7]=[CH:8][CH:9]=1.[CH3:32][S:33](Cl)(=[O:35])=[O:34].N1C=CC=CC=1. The catalyst is C(Cl)Cl. The product is [Cl:31][C:28]1[S:27][C:26]([S:23]([NH:22][C:13]2[C:14]3[C:19](=[CH:18][CH:17]=[CH:16][C:15]=3[O:20][CH3:21])[N:11]([CH2:10][C:6]3[CH:7]=[CH:8][CH:9]=[C:4]([CH2:3][NH:2][S:33]([CH3:32])(=[O:35])=[O:34])[CH:5]=3)[N:12]=2)(=[O:25])=[O:24])=[CH:30][CH:29]=1. The yield is 0.190. (7) The reactants are [C:1]([O:7][CH2:8][CH3:9])(=[O:6])[CH2:2][C:3]([CH3:5])=O.[Cl:10][C:11]1[CH:12]=[C:13]([CH:16]=[C:17]([Cl:19])[CH:18]=1)[CH:14]=O.[NH4+:20].[OH-:21]. The catalyst is CCO.C(Cl)Cl. The product is [Cl:10][C:11]1[CH:12]=[C:13]([CH:14]2[C:2]([C:1]([O:7][CH2:8][CH3:9])=[O:6])=[C:3]([CH3:5])[NH:20][C:3]([CH3:5])=[C:2]2[C:1]([O:7][CH2:8][CH3:9])=[O:21])[CH:16]=[C:17]([Cl:19])[CH:18]=1. The yield is 0.280. (8) The reactants are [CH3:1][C:2]1[NH:3][C:4]2[C:9]([CH:10]=1)=[CH:8][CH:7]=[CH:6][C:5]=2[O:11]C.B(Br)(Br)Br.CCOC(C)=O. The catalyst is C(Cl)Cl. The product is [CH3:1][C:2]1[NH:3][C:4]2[C:9]([CH:10]=1)=[CH:8][CH:7]=[CH:6][C:5]=2[OH:11]. The yield is 0.990.